Dataset: Full USPTO retrosynthesis dataset with 1.9M reactions from patents (1976-2016). Task: Predict the reactants needed to synthesize the given product. (1) Given the product [O:36]1[C:35]2[CH:39]=[CH:40][C:32]([CH2:31][O:1][C:2]3[CH:3]=[C:4]([C:8]4[C:17]5[C:12](=[C:13]([C:18]([F:21])([F:19])[F:20])[CH:14]=[CH:15][CH:16]=5)[N:11]=[CH:10][C:9]=4[C:22]([C:24]4[CH:25]=[CH:26][CH:27]=[CH:28][CH:29]=4)=[O:23])[CH:5]=[CH:6][CH:7]=3)=[CH:33][C:34]=2[O:38][CH2:37]1, predict the reactants needed to synthesize it. The reactants are: [OH:1][C:2]1[CH:3]=[C:4]([C:8]2[C:17]3[C:12](=[C:13]([C:18]([F:21])([F:20])[F:19])[CH:14]=[CH:15][CH:16]=3)[N:11]=[CH:10][C:9]=2[C:22]([C:24]2[CH:29]=[CH:28][CH:27]=[CH:26][CH:25]=2)=[O:23])[CH:5]=[CH:6][CH:7]=1.Br[CH2:31][C:32]1[CH:40]=[CH:39][C:35]2[O:36][CH2:37][O:38][C:34]=2[CH:33]=1. (2) Given the product [Cl:16][C:6]1[N:7]=[C:8]([C:10]2[CH:11]=[N:12][CH:13]=[CH:14][CH:15]=2)[S:9][C:5]=1[NH:4][CH:1]1[CH2:3][CH2:2]1, predict the reactants needed to synthesize it. The reactants are: [CH:1]1([NH:4][C:5]2[S:9][C:8]([C:10]3[CH:11]=[N:12][CH:13]=[CH:14][CH:15]=3)=[N:7][CH:6]=2)[CH2:3][CH2:2]1.[Cl:16]N1C(=O)CCC1=O. (3) Given the product [F:1][C:2]1[CH:7]=[C:6]([O:8][C:9]2[C:10]3[N:17]([CH3:18])[C:16]([OH:37])=[CH:15][C:11]=3[N:12]=[CH:13][N:14]=2)[CH:5]=[CH:4][C:3]=1[NH:19][C:20]([NH:22][C:23]1[CH:28]=[CH:27][CH:26]=[C:25]([C:29]([F:30])([F:32])[F:31])[CH:24]=1)=[O:21], predict the reactants needed to synthesize it. The reactants are: [F:1][C:2]1[CH:7]=[C:6]([O:8][C:9]2[C:10]3[N:17]([CH3:18])[CH:16]=[CH:15][C:11]=3[N:12]=[CH:13][N:14]=2)[CH:5]=[CH:4][C:3]=1[NH:19][C:20]([NH:22][C:23]1[CH:28]=[CH:27][CH:26]=[C:25]([C:29]([F:32])([F:31])[F:30])[CH:24]=1)=[O:21].BrBr.S([O-])([O-])(=[O:37])=S.[Na+].[Na+]. (4) The reactants are: [NH2:1][C@@H:2]([CH2:6][S:7][CH2:8][C:9]1[CH:14]=[CH:13][C:12]([O:15][CH3:16])=[CH:11][CH:10]=1)[C:3]([OH:5])=[O:4].[C:17](=[O:20])([O-])[O-:18].[K+].[K+]. Given the product [C:9]([O:18][C:17]([NH:1][C@@H:2]([CH2:6][S:7][CH2:8][C:9]1[CH:10]=[CH:11][C:12]([O:15][CH3:16])=[CH:13][CH:14]=1)[C:3]([OH:5])=[O:4])=[O:20])([CH3:14])([CH3:10])[CH3:8], predict the reactants needed to synthesize it. (5) Given the product [Br:6][C:7]1[CH:8]=[CH:9][C:10]([F:15])=[C:11]([CH:14]=1)[CH2:12][NH:13][C:1](=[O:3])[CH3:2], predict the reactants needed to synthesize it. The reactants are: [C:1](Cl)(=[O:3])[CH3:2].Cl.[Br:6][C:7]1[CH:8]=[CH:9][C:10]([F:15])=[C:11]([CH:14]=1)[CH2:12][NH2:13].C(N(C(C)C)CC)(C)C. (6) Given the product [C:30]([C:29]1[CH:32]=[CH:33][C:26]([N:11]2[C:12]3[C:17](=[CH:16][CH:15]=[CH:14][CH:13]=3)[N:8]([C:6]([O:5][C:1]([CH3:4])([CH3:2])[CH3:3])=[O:7])[CH2:9][CH2:10]2)=[CH:27][CH:28]=1)#[N:31], predict the reactants needed to synthesize it. The reactants are: [C:1]([O:5][C:6]([N:8]1[C:17]2[C:12](=[CH:13][CH:14]=[CH:15][CH:16]=2)[NH:11][CH2:10][CH2:9]1)=[O:7])([CH3:4])([CH3:3])[CH3:2].CN1CCCC1=O.F[C:26]1[CH:33]=[CH:32][C:29]([C:30]#[N:31])=[CH:28][CH:27]=1.CC(C)([O-])C.[K+].